Dataset: Forward reaction prediction with 1.9M reactions from USPTO patents (1976-2016). Task: Predict the product of the given reaction. (1) Given the reactants [C:1]([O:5][CH2:6][CH3:7])(=[O:4])[CH2:2][OH:3].[H-].[Na+].[C:10]([O:14][C:15]([NH:17][CH2:18][C:19]([N:21]([CH2:23][C:24]1[CH:25]=[C:26]([C:30]2[CH:31]=[N:32][C:33]([N:36]3[CH2:41][CH2:40][N:39]([C:42](OC4C=CC([N+]([O-])=O)=CC=4)=[O:43])[CH2:38][CH2:37]3)=[N:34][CH:35]=2)[CH:27]=[CH:28][CH:29]=1)[CH3:22])=[O:20])=[O:16])([CH3:13])([CH3:12])[CH3:11].O, predict the reaction product. The product is: [C:10]([O:14][C:15]([NH:17][CH2:18][C:19]([N:21]([CH2:23][C:24]1[CH:25]=[C:26]([C:30]2[CH:31]=[N:32][C:33]([N:36]3[CH2:41][CH2:40][N:39]([C:42]([O:3][CH2:2][C:1]([O:5][CH2:6][CH3:7])=[O:4])=[O:43])[CH2:38][CH2:37]3)=[N:34][CH:35]=2)[CH:27]=[CH:28][CH:29]=1)[CH3:22])=[O:20])=[O:16])([CH3:13])([CH3:11])[CH3:12]. (2) Given the reactants [CH3:1][C:2]1[CH:3]=[CH:4][C:5]([N:8]2[CH2:12][CH2:11][CH2:10][C:9]2=[O:13])=[N:6][CH:7]=1.[Br:14]N1C(=O)CCC1=O.N(C(C)(C)C#N)=NC(C)(C)C#N, predict the reaction product. The product is: [Br:14][CH2:1][C:2]1[CH:3]=[CH:4][C:5]([N:8]2[CH2:12][CH2:11][CH2:10][C:9]2=[O:13])=[N:6][CH:7]=1.